This data is from Forward reaction prediction with 1.9M reactions from USPTO patents (1976-2016). The task is: Predict the product of the given reaction. (1) Given the reactants N1CCC[CH2:2]1.[F:6][C:7]([F:12])([F:11])[C:8]([OH:10])=[O:9].[CH2:13]([NH:17][C:18]([NH:20][C@H:21]1[CH2:29][C@H:28]2[C@:24]([C:32]3[CH:37]=[CH:36][C:35]([O:38][CH3:39])=[C:34]([O:40][CH3:41])[CH:33]=3)([CH2:25][CH2:26][N:27]2[CH2:30][CH3:31])[CH2:23][CH2:22]1)=[S:19])[CH2:14][CH2:15][CH3:16].C(=O)CC, predict the reaction product. The product is: [F:6][C:7]([F:12])([F:11])[C:8]([OH:10])=[O:9].[CH2:13]([NH:17][C:18]([NH:20][C@H:21]1[CH2:29][C@H:28]2[C@:24]([C:32]3[CH:37]=[CH:36][C:35]([O:38][CH3:39])=[C:34]([O:40][CH3:41])[CH:33]=3)([CH2:25][CH2:26][N:27]2[CH2:30][CH2:31][CH3:2])[CH2:23][CH2:22]1)=[S:19])[CH2:14][CH2:15][CH3:16]. (2) Given the reactants [OH:1][C:2]1[CH:9]=[C:8]([O:10][CH3:11])[CH:7]=[CH:6][C:3]=1[CH:4]=O.N12CCN(CC1)CC2.[C:20](#[N:23])[CH:21]=[CH2:22], predict the reaction product. The product is: [CH3:11][O:10][C:8]1[CH:9]=[C:2]2[C:3]([CH:4]=[C:21]([C:20]#[N:23])[CH2:22][O:1]2)=[CH:6][CH:7]=1. (3) Given the reactants FC(F)(F)C(O)=O.[CH2:8]([O:12][C:13]1[N:21]=[C:20]2[C:16]([N:17]=[C:18]([O:22][CH3:23])[NH:19]2)=[C:15]([NH2:24])[N:14]=1)[CH2:9][CH2:10][CH3:11].C(=O)([O-])[O-].[K+].[K+].Br[CH2:32][CH2:33][CH:34]1[CH2:39][CH2:38][CH2:37][CH2:36][N:35]1[C:40]([O:42][CH2:43][C:44]1[CH:49]=[CH:48][CH:47]=[CH:46][CH:45]=1)=[O:41], predict the reaction product. The product is: [NH2:24][C:15]1[N:14]=[C:13]([O:12][CH2:8][CH2:9][CH2:10][CH3:11])[N:21]=[C:20]2[C:16]=1[N:17]=[C:18]([O:22][CH3:23])[N:19]2[CH2:32][CH2:33][CH:34]1[CH2:39][CH2:38][CH2:37][CH2:36][N:35]1[C:40]([O:42][CH2:43][C:44]1[CH:45]=[CH:46][CH:47]=[CH:48][CH:49]=1)=[O:41]. (4) Given the reactants O/[CH:2]=[C:3]1\[C:4](=[O:13])[NH:5][C:6]2[C:11]\1=[CH:10][CH:9]=[C:8]([F:12])[CH:7]=2.O/C=C1\C(=O)NC2C\1=CC=CC=2.[C:26]([C:30]1[O:34][C:33]([CH3:35])=[C:32]([C:36]2[CH:37]=[C:38]([NH2:41])[NH:39][N:40]=2)[CH:31]=1)([CH3:29])([CH3:28])[CH3:27].NC1C=CNN=1, predict the reaction product. The product is: [C:26]([C:30]1[O:34][C:33]([CH3:35])=[C:32]([C:36]2[CH:37]=[C:38]([NH:41][CH:2]=[C:3]3[C:11]4[C:6](=[CH:7][C:8]([F:12])=[CH:9][CH:10]=4)[NH:5][C:4]3=[O:13])[NH:39][N:40]=2)[CH:31]=1)([CH3:29])([CH3:27])[CH3:28]. (5) Given the reactants [Cl:1][C:2]1[CH:3]=[C:4]([C@@H:8]2[C@@H:13]([C:14]3[CH:19]=[CH:18][C:17]([Cl:20])=[CH:16][CH:15]=3)[N:12]([C@@H:21]([CH2:27][CH3:28])[CH2:22][S:23](Cl)(=[O:25])=[O:24])[C:11](=[O:29])[C@@H:10]([CH2:30][C:31]([O:33][CH3:34])=[O:32])[O:9]2)[CH:5]=[CH:6][CH:7]=1.ClC1C=C([C@@H]2[C@@H:47](C3C=CC(Cl)=CC=3)[N:46]([C@@H:55]([CH2:61][CH3:62])[CH2:56]S(Cl)(=O)=O)C(=O)[C@H](CC(OC)=O)O2)C=CC=1.C[C@H]1CCCN1, predict the reaction product. The product is: [Cl:1][C:2]1[CH:3]=[C:4]([C@@H:8]2[C@@H:13]([C:14]3[CH:19]=[CH:18][C:17]([Cl:20])=[CH:16][CH:15]=3)[N:12]([C@@H:21]([CH2:27][CH3:28])[CH2:22][S:23]([N:46]3[CH2:47][CH2:62][CH2:61][C@@H:55]3[CH3:56])(=[O:25])=[O:24])[C:11](=[O:29])[CH:10]([CH2:30][C:31]([O:33][CH3:34])=[O:32])[O:9]2)[CH:5]=[CH:6][CH:7]=1. (6) Given the reactants [CH2:1]([C:3]1[CH:4]=[C:5]2[C:9](=[CH:10][CH:11]=1)[N:8]([CH2:12][C:13]([O:15][CH3:16])=[O:14])[C:7]([C:17]([O:19]CC1C=CC=CC=1)=[O:18])=[CH:6]2)[CH3:2].C1CCCCC=1, predict the reaction product. The product is: [CH2:1]([C:3]1[CH:4]=[C:5]2[C:9](=[CH:10][CH:11]=1)[N:8]([CH2:12][C:13]([O:15][CH3:16])=[O:14])[C:7]([C:17]([OH:19])=[O:18])=[CH:6]2)[CH3:2]. (7) The product is: [C:25]([C:22]1[CH:21]=[CH:20][C:19]([C:18]([CH:4]([C:1](=[O:3])[CH3:2])[CH2:5][CH2:6][CH2:7][CH2:8][CH2:9][C:10]([O:12][CH2:13][CH3:14])=[O:11])=[O:27])=[CH:24][CH:23]=1)#[N:26]. Given the reactants [C:1]([C:4]([C:18](=[O:27])[C:19]1[CH:24]=[CH:23][C:22]([C:25]#[N:26])=[CH:21][CH:20]=1)(C(=O)C)[CH2:5][CH2:6][CH2:7][CH2:8][CH2:9][C:10]([O:12][CH2:13][CH3:14])=[O:11])(=[O:3])[CH3:2].C(OCC)(=O)C.O, predict the reaction product.